Dataset: NCI-60 drug combinations with 297,098 pairs across 59 cell lines. Task: Regression. Given two drug SMILES strings and cell line genomic features, predict the synergy score measuring deviation from expected non-interaction effect. (1) Drug 1: C1=C(C(=O)NC(=O)N1)F. Drug 2: CNC(=O)C1=NC=CC(=C1)OC2=CC=C(C=C2)NC(=O)NC3=CC(=C(C=C3)Cl)C(F)(F)F. Cell line: NCI/ADR-RES. Synergy scores: CSS=49.0, Synergy_ZIP=-9.88, Synergy_Bliss=-7.05, Synergy_Loewe=-5.13, Synergy_HSA=-4.55. (2) Drug 1: C1CC(=O)NC(=O)C1N2CC3=C(C2=O)C=CC=C3N. Cell line: HL-60(TB). Drug 2: B(C(CC(C)C)NC(=O)C(CC1=CC=CC=C1)NC(=O)C2=NC=CN=C2)(O)O. Synergy scores: CSS=6.55, Synergy_ZIP=-8.18, Synergy_Bliss=-10.9, Synergy_Loewe=-6.01, Synergy_HSA=-2.98. (3) Drug 1: C1=CC=C(C=C1)NC(=O)CCCCCCC(=O)NO. Drug 2: C(CC(=O)O)C(=O)CN.Cl. Cell line: A549. Synergy scores: CSS=15.0, Synergy_ZIP=0.00423, Synergy_Bliss=-0.490, Synergy_Loewe=-6.92, Synergy_HSA=-0.612.